This data is from Full USPTO retrosynthesis dataset with 1.9M reactions from patents (1976-2016). The task is: Predict the reactants needed to synthesize the given product. (1) Given the product [C:27]([O:26][C:25](=[O:31])[NH:24][CH:22]1[CH2:23][C:20]2([CH2:32][C:18](=[C:4]3[C:5]4[C:10](=[CH:9][CH:8]=[CH:7][CH:6]=4)[C:2](=[O:1])[O:3]3)[CH2:19]2)[CH2:21]1)([CH3:30])([CH3:28])[CH3:29], predict the reactants needed to synthesize it. The reactants are: [O:1]=[C:2]1[C:10]2[C:5](=[CH:6][CH:7]=[CH:8][CH:9]=2)[CH:4](P(=O)(OC)OC)[O:3]1.O=[C:18]1[CH2:32][C:20]2([CH2:23][CH:22]([NH:24][C:25](=[O:31])[O:26][C:27]([CH3:30])([CH3:29])[CH3:28])[CH2:21]2)[CH2:19]1.C(=O)([O-])[O-].[Cs+].[Cs+]. (2) Given the product [Cl:39][C:36]1[CH:37]=[CH:38][C:33]([C:30]2[O:29][C:28]([C:25]3[CH:26]=[CH:27][C:21]4[N:20]=[C:19]([C:15]5[C:16]([CH3:18])=[CH:17][C:12]([CH2:11][CH2:10][CH2:9][P:4](=[O:3])([OH:8])[OH:5])=[CH:13][C:14]=5[CH3:40])[NH:23][C:22]=4[CH:24]=3)=[N:32][N:31]=2)=[CH:34][CH:35]=1, predict the reactants needed to synthesize it. The reactants are: C([O:3][P:4]([CH2:9]/[CH:10]=[CH:11]/[C:12]1[CH:17]=[C:16]([CH3:18])[C:15]([C:19]2[NH:23][C:22]3[CH:24]=[C:25]([C:28]4[O:29][C:30]([C:33]5[CH:38]=[CH:37][C:36]([Cl:39])=[CH:35][CH:34]=5)=[N:31][N:32]=4)[CH:26]=[CH:27][C:21]=3[N:20]=2)=[C:14]([CH3:40])[CH:13]=1)(=[O:8])[O:5]CC)C.C[Si](Br)(C)C. (3) Given the product [Cl:1][C:2]1[CH:10]=[CH:9][C:5]([C:6]2[S:7][C:14]([C:15]([O:17][CH2:18][CH3:19])=[O:16])=[C:20]([CH3:22])[N:8]=2)=[C:4]([O:11][CH3:12])[CH:3]=1, predict the reactants needed to synthesize it. The reactants are: [Cl:1][C:2]1[CH:10]=[CH:9][C:5]([C:6]([NH2:8])=[S:7])=[C:4]([O:11][CH3:12])[CH:3]=1.Cl[CH:14]([C:20]([CH3:22])=O)[C:15]([O:17][CH2:18][CH3:19])=[O:16]. (4) The reactants are: [ClH:1].C(OCC)(=O)C.[O:8]1[CH2:13][CH2:12][N:11]([CH2:14][CH2:15][C:16]2([CH2:22][CH2:23][N:24]3[CH2:29][CH2:28][CH:27]([N:30]([C:38]4[CH:43]=[CH:42][C:41]([CH3:44])=[CH:40][CH:39]=4)[C:31]([C:33]4[O:34][CH:35]=[CH:36][CH:37]=4)=[O:32])[CH2:26][CH2:25]3)[CH2:21][CH2:20][CH2:19][CH2:18][CH2:17]2)[CH2:10][CH2:9]1.C(O)C. Given the product [ClH:1].[ClH:1].[O:8]1[CH2:9][CH2:10][N:11]([CH2:14][CH2:15][C:16]2([CH2:22][CH2:23][N:24]3[CH2:25][CH2:26][CH:27]([N:30]([C:38]4[CH:43]=[CH:42][C:41]([CH3:44])=[CH:40][CH:39]=4)[C:31]([C:33]4[O:34][CH:35]=[CH:36][CH:37]=4)=[O:32])[CH2:28][CH2:29]3)[CH2:17][CH2:18][CH2:19][CH2:20][CH2:21]2)[CH2:12][CH2:13]1, predict the reactants needed to synthesize it. (5) Given the product [Br:5][C:6]1[CH:7]=[C:8]([CH2:13][C@@H:14]([OH:18])[C:15]([O:17][CH2:19][CH3:20])=[O:16])[CH:9]=[CH:10][C:11]=1[Br:12], predict the reactants needed to synthesize it. The reactants are: S(Cl)(Cl)=O.[Br:5][C:6]1[CH:7]=[C:8]([CH2:13][C@@H:14]([OH:18])[C:15]([OH:17])=[O:16])[CH:9]=[CH:10][C:11]=1[Br:12].[CH3:19][CH2:20]O. (6) Given the product [CH3:32][O:31][C:29](=[O:30])[NH:1][C:2]1[C:7]2[CH:8]=[CH:9][N:10]([C:11](=[O:12])[C:13]3[C:18]([Cl:19])=[CH:17][CH:16]=[CH:15][C:14]=3[Cl:20])[C:6]=2[CH:5]=[CH:4][N:3]=1, predict the reactants needed to synthesize it. The reactants are: [NH2:1][C:2]1[C:7]2[CH:8]=[CH:9][N:10]([C:11]([C:13]3[C:18]([Cl:19])=[CH:17][CH:16]=[CH:15][C:14]=3[Cl:20])=[O:12])[C:6]=2[CH:5]=[CH:4][N:3]=1.C(N(CC)CC)C.Cl[C:29]([O:31][CH3:32])=[O:30].O. (7) Given the product [F:1][C:2]1[CH:7]=[C:6]([C:8]([F:11])([F:10])[F:9])[CH:5]=[CH:4][C:3]=1[C:12]1[C:13]2[CH2:20][CH2:19][CH:18]([CH2:21][C:22]([N:29]3[CH2:30][CH2:31][CH2:32][C@@H:28]3[CH3:27])=[O:23])[C:14]=2[CH:15]=[N:16][CH:17]=1, predict the reactants needed to synthesize it. The reactants are: [F:1][C:2]1[CH:7]=[C:6]([C:8]([F:11])([F:10])[F:9])[CH:5]=[CH:4][C:3]=1[C:12]1[C:13]2[CH2:20][CH2:19][CH:18]([CH2:21][C:22](N(C)C)=[O:23])[C:14]=2[CH:15]=[N:16][CH:17]=1.[CH3:27][C@H:28]1[CH2:32][CH2:31][CH2:30][NH:29]1. (8) Given the product [CH3:30][S:31]([O:21][CH2:20][C@@H:4]1[CH2:3][C:2]([F:1])([F:22])[CH2:6][N:5]1[C:7]1[CH:12]=[CH:11][C:10]([N+:13]([O-:15])=[O:14])=[C:9]([C:16]([F:18])([F:19])[F:17])[CH:8]=1)(=[O:33])=[O:32], predict the reactants needed to synthesize it. The reactants are: [F:1][C:2]1([F:22])[CH2:6][N:5]([C:7]2[CH:12]=[CH:11][C:10]([N+:13]([O-:15])=[O:14])=[C:9]([C:16]([F:19])([F:18])[F:17])[CH:8]=2)[C@H:4]([CH2:20][OH:21])[CH2:3]1.C(N(CC)CC)C.[CH3:30][S:31](Cl)(=[O:33])=[O:32]. (9) Given the product [Br:1][C:2]1[C:7]([CH3:8])=[CH:6][N:5]([CH3:11])[C:4](=[O:9])[C:3]=1[CH3:10], predict the reactants needed to synthesize it. The reactants are: [Br:1][C:2]1[C:7]([CH3:8])=[CH:6][N:5]=[C:4]([OH:9])[C:3]=1[CH3:10].[C:11](=O)(OC)OC.C([O-])([O-])=O.[K+].[K+]. (10) Given the product [Cl:1][C:2]1[CH:3]=[C:4]([NH:10][C:11]2[CH:12]=[C:13]3[C:18]4=[C:19]([CH2:21][CH2:22][CH2:23][N:17]4[CH2:16][C@@H:15]4[CH2:24][NH:25][CH2:26][C@@H:14]34)[CH:20]=2)[CH:5]=[CH:6][C:7]=1[Cl:8], predict the reactants needed to synthesize it. The reactants are: [Cl:1][C:2]1[CH:3]=[C:4](Br)[CH:5]=[CH:6][C:7]=1[Cl:8].[NH2:10][C:11]1[CH:12]=[C:13]2[C:18]3=[C:19]([CH2:21][CH2:22][CH2:23][N:17]3[CH2:16][C@@H:15]3[CH2:24][N:25](C(OC(C)(C)C)=O)[CH2:26][C@@H:14]23)[CH:20]=1.